Task: Predict which catalyst facilitates the given reaction.. Dataset: Catalyst prediction with 721,799 reactions and 888 catalyst types from USPTO (1) Reactant: [CH:1]1[C:9]2[C:8]3[CH2:10][CH2:11][CH2:12][CH2:13][CH2:14][C:7]=3[O:6][C:5]=2[CH:4]=[CH:3][C:2]=1[NH2:15].[C:16](Cl)(=[O:21])[CH2:17][CH2:18][CH2:19][CH3:20].N1C=CC=CC=1. Product: [CH:1]1[C:9]2[C:8]3[CH2:10][CH2:11][CH2:12][CH2:13][CH2:14][C:7]=3[O:6][C:5]=2[CH:4]=[CH:3][C:2]=1[NH:15][C:16](=[O:21])[CH2:17][CH2:18][CH2:19][CH3:20]. The catalyst class is: 10. (2) Reactant: Br[C:2]1[CH:7]=[CH:6][C:5]([Br:8])=[CH:4][N:3]=1.[NH:9]1[CH:13]=[CH:12][N:11]=[CH:10]1.C(=O)([O-])[O-].[K+].[K+]. Product: [Br:8][C:5]1[CH:6]=[CH:7][C:2]([N:9]2[CH:13]=[CH:12][N:11]=[CH:10]2)=[N:3][CH:4]=1. The catalyst class is: 60. (3) Reactant: [Br:1][C:2]1[C:3]2[N:4]([CH:8]=[C:9]([C:11]3[CH:16]=[CH:15][C:14]([CH2:17][C@H:18]([NH:31][C:32](=[O:44])[C:33]4[CH:38]=[CH:37][C:36]([O:39][CH:40]([CH3:42])[CH3:41])=[C:35]([Cl:43])[CH:34]=4)[CH2:19][N:20]4C(=O)C5C(=CC=CC=5)C4=O)=[CH:13][CH:12]=3)[N:10]=2)[CH:5]=[CH:6][CH:7]=1.O.NN. Product: [NH2:20][CH2:19][C@@H:18]([NH:31][C:32](=[O:44])[C:33]1[CH:38]=[CH:37][C:36]([O:39][CH:40]([CH3:42])[CH3:41])=[C:35]([Cl:43])[CH:34]=1)[CH2:17][C:14]1[CH:15]=[CH:16][C:11]([C:9]2[N:10]=[C:3]3[C:2]([Br:1])=[CH:7][CH:6]=[CH:5][N:4]3[CH:8]=2)=[CH:12][CH:13]=1. The catalyst class is: 8. (4) Reactant: Br[C:2]1[CH:3]=[C:4]([C:16]([NH:18][CH2:19][C:20]2[C:21](=[O:28])[NH:22][C:23]([CH3:27])=[CH:24][C:25]=2[CH3:26])=[O:17])[C:5]2[C:10]([CH2:11][CH3:12])=[N:9][N:8]([CH:13]([CH3:15])[CH3:14])[C:6]=2[N:7]=1.[CH3:29][C:30]1([CH3:47])[CH2:35][C:34](B2OC(C)(C)C(C)(C)O2)=[CH:33][C:32]([CH3:46])([CH3:45])[NH:31]1.C([O-])([O-])=O.[Na+].[Na+].CO.C(Cl)Cl. Product: [CH3:26][C:25]1[CH:24]=[C:23]([CH3:27])[NH:22][C:21](=[O:28])[C:20]=1[CH2:19][NH:18][C:16]([C:4]1[C:5]2[C:10]([CH2:11][CH3:12])=[N:9][N:8]([CH:13]([CH3:15])[CH3:14])[C:6]=2[N:7]=[C:2]([C:34]2[CH2:33][C:32]([CH3:46])([CH3:45])[NH:31][C:30]([CH3:47])([CH3:29])[CH:35]=2)[CH:3]=1)=[O:17]. The catalyst class is: 77. (5) Reactant: [NH2:1][C:2]1[N:10]=[CH:9][CH:8]=[CH:7][C:3]=1[C:4]([NH2:6])=[O:5].[CH2:11]([O:18][CH2:19][C:20](Cl)=[O:21])[C:12]1[CH:17]=[CH:16][CH:15]=[CH:14][CH:13]=1.O. Product: [CH2:11]([O:18][CH2:19][C:20]([NH:1][C:2]1[N:10]=[CH:9][CH:8]=[CH:7][C:3]=1[C:4]([NH2:6])=[O:5])=[O:21])[C:12]1[CH:17]=[CH:16][CH:15]=[CH:14][CH:13]=1. The catalyst class is: 1.